From a dataset of NCI-60 drug combinations with 297,098 pairs across 59 cell lines. Regression. Given two drug SMILES strings and cell line genomic features, predict the synergy score measuring deviation from expected non-interaction effect. (1) Drug 1: CCC1=CC2CC(C3=C(CN(C2)C1)C4=CC=CC=C4N3)(C5=C(C=C6C(=C5)C78CCN9C7C(C=CC9)(C(C(C8N6C)(C(=O)OC)O)OC(=O)C)CC)OC)C(=O)OC.C(C(C(=O)O)O)(C(=O)O)O. Drug 2: CC1=C(C(=O)C2=C(C1=O)N3CC4C(C3(C2COC(=O)N)OC)N4)N. Cell line: NCI-H226. Synergy scores: CSS=46.1, Synergy_ZIP=7.95, Synergy_Bliss=9.67, Synergy_Loewe=6.59, Synergy_HSA=10.7. (2) Drug 1: C1CC(=O)NC(=O)C1N2CC3=C(C2=O)C=CC=C3N. Synergy scores: CSS=-0.349, Synergy_ZIP=-1.09, Synergy_Bliss=-2.57, Synergy_Loewe=-3.78, Synergy_HSA=-3.76. Cell line: 786-0. Drug 2: CC12CCC3C(C1CCC2O)C(CC4=C3C=CC(=C4)O)CCCCCCCCCS(=O)CCCC(C(F)(F)F)(F)F. (3) Drug 2: C(CN)CNCCSP(=O)(O)O. Synergy scores: CSS=3.83, Synergy_ZIP=2.93, Synergy_Bliss=-5.81, Synergy_Loewe=-11.2, Synergy_HSA=-7.89. Cell line: TK-10. Drug 1: CC12CCC(CC1=CCC3C2CCC4(C3CC=C4C5=CN=CC=C5)C)O. (4) Synergy scores: CSS=20.0, Synergy_ZIP=-4.10, Synergy_Bliss=0.256, Synergy_Loewe=-34.8, Synergy_HSA=-4.84. Cell line: HCT-15. Drug 2: COCCOC1=C(C=C2C(=C1)C(=NC=N2)NC3=CC=CC(=C3)C#C)OCCOC.Cl. Drug 1: C1C(C(OC1N2C=C(C(=O)NC2=O)F)CO)O. (5) Drug 1: CCCS(=O)(=O)NC1=C(C(=C(C=C1)F)C(=O)C2=CNC3=C2C=C(C=N3)C4=CC=C(C=C4)Cl)F. Drug 2: C1C(C(OC1N2C=C(C(=O)NC2=O)F)CO)O. Cell line: OVCAR-4. Synergy scores: CSS=24.7, Synergy_ZIP=-11.4, Synergy_Bliss=-9.15, Synergy_Loewe=-40.1, Synergy_HSA=-11.0. (6) Drug 1: COC1=NC(=NC2=C1N=CN2C3C(C(C(O3)CO)O)O)N. Drug 2: C1=NC(=NC(=O)N1C2C(C(C(O2)CO)O)O)N. Cell line: NCI-H460. Synergy scores: CSS=63.4, Synergy_ZIP=1.27, Synergy_Bliss=0.442, Synergy_Loewe=-40.3, Synergy_HSA=-1.99. (7) Drug 1: COC1=CC(=CC(=C1O)OC)C2C3C(COC3=O)C(C4=CC5=C(C=C24)OCO5)OC6C(C(C7C(O6)COC(O7)C8=CC=CS8)O)O. Drug 2: COC1=NC(=NC2=C1N=CN2C3C(C(C(O3)CO)O)O)N. Cell line: HCT116. Synergy scores: CSS=56.3, Synergy_ZIP=6.74, Synergy_Bliss=6.21, Synergy_Loewe=-52.2, Synergy_HSA=5.04. (8) Drug 1: CC12CCC(CC1=CCC3C2CCC4(C3CC=C4C5=CN=CC=C5)C)O. Drug 2: CN(C(=O)NC(C=O)C(C(C(CO)O)O)O)N=O. Cell line: OVCAR-5. Synergy scores: CSS=-2.33, Synergy_ZIP=-2.87, Synergy_Bliss=-10.2, Synergy_Loewe=-17.4, Synergy_HSA=-10.7. (9) Drug 1: CCC1(CC2CC(C3=C(CCN(C2)C1)C4=CC=CC=C4N3)(C5=C(C=C6C(=C5)C78CCN9C7C(C=CC9)(C(C(C8N6C=O)(C(=O)OC)O)OC(=O)C)CC)OC)C(=O)OC)O.OS(=O)(=O)O. Drug 2: CC(C)NC(=O)C1=CC=C(C=C1)CNNC.Cl. Cell line: NCI/ADR-RES. Synergy scores: CSS=4.90, Synergy_ZIP=-1.50, Synergy_Bliss=-1.73, Synergy_Loewe=-5.28, Synergy_HSA=-3.32.